This data is from Forward reaction prediction with 1.9M reactions from USPTO patents (1976-2016). The task is: Predict the product of the given reaction. (1) Given the reactants [Cl:1][C:2]1[C:3]2[C:10]([CH:11]=[O:12])=[CH:9][N:8]([CH:13]3[C:17]([OH:19])([CH3:18])[CH:16]([OH:20])[CH:15]([CH2:21][OH:22])[O:14]3)[C:4]=2[N:5]=[CH:6][N:7]=1.S([CH2:33][N+:34]#[C-:35])(C1C=CC(C)=CC=1)(=O)=O.C([O-])([O-])=O.[K+].[K+], predict the reaction product. The product is: [Cl:1][C:2]1[C:3]2[C:10]([C:11]3[O:12][CH:35]=[N:34][CH:33]=3)=[CH:9][N:8]([CH:13]3[C:17]([CH3:18])([OH:19])[CH:16]([OH:20])[CH:15]([CH2:21][OH:22])[O:14]3)[C:4]=2[N:5]=[CH:6][N:7]=1. (2) Given the reactants [NH2:1][CH2:2][CH:3]1[CH2:8][C:7]([F:10])([F:9])[CH2:6][CH2:5][N:4]1[C:11]([O:13][C:14]([CH3:17])([CH3:16])[CH3:15])=[O:12].[Cl:18][C:19]1[CH:20]=[C:21]2[C:27]([C:28]3[N:33]=[C:32](S(C)=O)[C:31]([F:37])=[CH:30][N:29]=3)=[CH:26][N:25]([S:38]([C:41]3[CH:46]=[CH:45][C:44]([CH3:47])=[CH:43][CH:42]=3)(=[O:40])=[O:39])[C:22]2=[N:23][CH:24]=1.CCN(C(C)C)C(C)C, predict the reaction product. The product is: [NH2:1][CH2:2][CH:3]1[CH2:8][C:7]([F:10])([F:9])[CH2:6][CH2:5][N:4]1[C:11]([O:13][C:14]([CH3:17])([CH3:16])[CH3:15])=[O:12].[Cl:18][C:19]1[CH:20]=[C:21]2[C:27]([C:28]3[N:33]=[C:32]([NH:1][CH2:2][CH:3]4[CH2:8][C:7]([F:10])([F:9])[CH2:6][CH2:5][N:4]4[C:11]([O:13][C:14]([CH3:17])([CH3:16])[CH3:15])=[O:12])[C:31]([F:37])=[CH:30][N:29]=3)=[CH:26][N:25]([S:38]([C:41]3[CH:46]=[CH:45][C:44]([CH3:47])=[CH:43][CH:42]=3)(=[O:40])=[O:39])[C:22]2=[N:23][CH:24]=1. (3) Given the reactants [CH2:1]([O:3][CH2:4][CH2:5]Br)[CH3:2].[CH2:7]([NH:14][C:15](=[O:37])[N:16]([C:18]1[CH:19]=[C:20]([C:24]2[CH:29]=[CH:28][C:27]([CH2:30][CH2:31][C:32]([O:34][CH3:35])=[O:33])=[CH:26][C:25]=2[OH:36])[CH:21]=[CH:22][CH:23]=1)[CH3:17])[CH2:8][CH2:9][CH2:10][CH2:11][CH2:12][CH3:13].C(=O)([O-])[O-].[K+].[K+], predict the reaction product. The product is: [CH2:1]([O:3][CH2:4][CH2:5][O:36][C:25]1[CH:26]=[C:27]([CH2:30][CH2:31][C:32]([O:34][CH3:35])=[O:33])[CH:28]=[CH:29][C:24]=1[C:20]1[CH:21]=[CH:22][CH:23]=[C:18]([N:16]([CH3:17])[C:15]([NH:14][CH2:7][CH2:8][CH2:9][CH2:10][CH2:11][CH2:12][CH3:13])=[O:37])[CH:19]=1)[CH3:2]. (4) Given the reactants Br[C:2]1[CH:23]=[CH:22][CH:21]=[CH:20][C:3]=1[CH2:4][N:5]1[C:18](=[O:19])[C:17]2[C:12](=[CH:13][CH:14]=[CH:15][CH:16]=2)[C:11]2[CH:10]=[CH:9][CH:8]=[CH:7][C:6]1=2.C([O-])(=[O:26])C.[K+], predict the reaction product. The product is: [CH:8]1[C:7]2[C:2]3[CH:23]=[CH:22][CH:21]=[CH:20][C:3]=3[C:4](=[O:26])[N:5]3[C:18](=[O:19])[C:17]4[C:12]([C:11]([C:6]=23)=[CH:10][CH:9]=1)=[CH:13][CH:14]=[CH:15][CH:16]=4. (5) Given the reactants [CH3:1][C:2]1([CH3:16])[C:10]2[C:5](=[CH:6][C:7]([C:11]([NH:13][NH2:14])=[O:12])=[CH:8][CH:9]=2)[NH:4][C:3]1=[O:15].C(N([CH2:22][CH3:23])CC)C.CC[C:26]([C:28](Cl)=[O:29])=[O:27].CN(C=[O:35])C.ClCCl, predict the reaction product. The product is: [CH3:1][C:2]1([CH3:16])[C:10]2[C:5](=[CH:6][C:7]([C:11]([NH:13][NH:14][C:28](=[O:29])[C:26]([O:35][CH2:22][CH3:23])=[O:27])=[O:12])=[CH:8][CH:9]=2)[NH:4][C:3]1=[O:15]. (6) Given the reactants [Br:1][C:2]1[CH:3]=[C:4]([CH:8]=[CH:9][CH:10]=1)[C:5]([OH:7])=O.CN(C(ON1N=NC2C=CC=NC1=2)=[N+](C)C)C.F[P-](F)(F)(F)(F)F.Cl.[NH2:36][C:37]1[CH:42]=[CH:41][CH:40]=[CH:39][C:38]=1[CH2:43][C:44]([O:46][CH3:47])=[O:45], predict the reaction product. The product is: [Br:1][C:2]1[CH:3]=[C:4]([CH:8]=[CH:9][CH:10]=1)[C:5]([NH:36][C:37]1[CH:42]=[CH:41][CH:40]=[CH:39][C:38]=1[CH2:43][C:44]([O:46][CH3:47])=[O:45])=[O:7].